This data is from Forward reaction prediction with 1.9M reactions from USPTO patents (1976-2016). The task is: Predict the product of the given reaction. (1) Given the reactants [CH:1]1[C:13]2[NH:12][C:11]3[C:6](=[CH:7][CH:8]=[CH:9][CH:10]=3)[C:5]=2[CH:4]=[C:3]([C:14]([N:16]2[CH2:21][CH2:20][CH2:19][CH2:18][CH2:17]2)=[O:15])[CH:2]=1.CC(C)([O-])C.[K+].CN(C=O)C.Br.Br[CH2:35][C:36]1[CH:41]=[CH:40][CH:39]=[CH:38][N:37]=1, predict the reaction product. The product is: [N:16]1([C:14]([C:3]2[CH:2]=[CH:1][C:13]3[N:12]([CH2:35][C:36]4[CH:41]=[CH:40][CH:39]=[CH:38][N:37]=4)[C:11]4[C:6]([C:5]=3[CH:4]=2)=[CH:7][CH:8]=[CH:9][CH:10]=4)=[O:15])[CH2:17][CH2:18][CH2:19][CH2:20][CH2:21]1. (2) Given the reactants [C:1]([C:3]1[N:7]2[N:8]=[C:9]([C:12]3[CH:17]=[CH:16][C:15]([C:18]([N:20]4[CH2:25][CH2:24][O:23][CH2:22][CH2:21]4)=[O:19])=[CH:14][CH:13]=3)[CH:10]=[CH:11][C:6]2=[N:5][CH:4]=1)#[CH:2].I[C:27]1[CH:35]=[CH:34][C:30]2[NH:31][CH:32]=[N:33][C:29]=2[CH:28]=1, predict the reaction product. The product is: [NH:31]1[C:30]2[CH:34]=[CH:35][C:27]([C:2]#[C:1][C:3]3[N:7]4[N:8]=[C:9]([C:12]5[CH:13]=[CH:14][C:15]([C:18]([N:20]6[CH2:21][CH2:22][O:23][CH2:24][CH2:25]6)=[O:19])=[CH:16][CH:17]=5)[CH:10]=[CH:11][C:6]4=[N:5][CH:4]=3)=[CH:28][C:29]=2[N:33]=[CH:32]1.